Dataset: Peptide-MHC class I binding affinity with 185,985 pairs from IEDB/IMGT. Task: Regression. Given a peptide amino acid sequence and an MHC pseudo amino acid sequence, predict their binding affinity value. This is MHC class I binding data. (1) The peptide sequence is RRQDILDLWIY. The MHC is HLA-A26:01 with pseudo-sequence HLA-A26:01. The binding affinity (normalized) is 0.0615. (2) The peptide sequence is YLVNAIIDSA. The MHC is HLA-A02:01 with pseudo-sequence HLA-A02:01. The binding affinity (normalized) is 0.547. (3) The peptide sequence is SVMSTFFWE. The MHC is HLA-A25:01 with pseudo-sequence HLA-A25:01. The binding affinity (normalized) is 0.0847. (4) The peptide sequence is SQVRVPTVF. The MHC is HLA-A02:19 with pseudo-sequence HLA-A02:19. The binding affinity (normalized) is 0.0847.